From a dataset of Reaction yield outcomes from USPTO patents with 853,638 reactions. Predict the reaction yield, written as a fraction of the theoretical maximum amount of product (1.0 means a 100% yield; for example, 0.34 means a 34% yield). (1) The reactants are [S:1]1[CH:5]=[CH:4][CH:3]=[C:2]1[S:6]([NH:9][C:10]1[CH:11]=[CH:12][CH:13]=[C:14]2[C:18]=1[NH:17][C:16]([C:19]([OH:21])=O)=[CH:15]2)(=[O:8])=[O:7].[N:22]1(O)C2C=CC=CC=2N=[N:23]1.Cl.CN(C)CCCN=C=NCC.O.NN. The catalyst is O.CN(C)C=O. The product is [NH:22]([C:19]([C:16]1[NH:17][C:18]2[C:14]([CH:15]=1)=[CH:13][CH:12]=[CH:11][C:10]=2[NH:9][S:6]([C:2]1[S:1][CH:5]=[CH:4][CH:3]=1)(=[O:7])=[O:8])=[O:21])[NH2:23]. The yield is 0.440. (2) The reactants are [CH3:1][N:2]([CH:10]1[CH2:13][N:12]([C:14]2[C:15]3[N:16]([N:25]=[N:26][N:27]=3)[C:17]([C:20]3[S:21][CH:22]=[CH:23][CH:24]=3)=[CH:18][N:19]=2)[CH2:11]1)C(=O)OC(C)(C)C.FC(F)(F)C(O)=O. The catalyst is ClCCl. The product is [CH3:1][NH:2][CH:10]1[CH2:11][N:12]([C:14]2[C:15]3[N:16]([N:25]=[N:26][N:27]=3)[C:17]([C:20]3[S:21][CH:22]=[CH:23][CH:24]=3)=[CH:18][N:19]=2)[CH2:13]1. The yield is 0.730. (3) The reactants are [NH2:1][C@:2]1([C:15]#[N:16])[CH2:6][CH2:5][C@@H:4]([C:7]2[CH:12]=[CH:11][C:10]([O:13][CH3:14])=[CH:9][CH:8]=2)[CH2:3]1.N[C@@]1(C#N)CC[C@@H](C2C=CC(OC)=CC=2)C1.[C:33]([OH:42])(=[O:41])[C@@H:34]([C@H:36]([C:38]([OH:40])=[O:39])[OH:37])[OH:35]. The catalyst is CO. The product is [OH:37][C@H:36]([C@@H:34]([OH:35])[C:33]([OH:42])=[O:41])[C:38]([OH:40])=[O:39].[NH2:1][C@:2]1([C:15]#[N:16])[CH2:6][CH2:5][C@@H:4]([C:7]2[CH:12]=[CH:11][C:10]([O:13][CH3:14])=[CH:9][CH:8]=2)[CH2:3]1. The yield is 0.280. (4) The reactants are [N:1]1[C:10]2[C:5](=[CH:6][CH:7]=[CH:8][CH:9]=2)[C:4](O)=[CH:3][CH:2]=1.O=P(Cl)(Cl)[Cl:14]. No catalyst specified. The product is [Cl:14][C:4]1[C:5]2[C:10](=[CH:9][CH:8]=[CH:7][CH:6]=2)[N:1]=[CH:2][CH:3]=1. The yield is 0.890.